The task is: Predict the reactants needed to synthesize the given product.. This data is from Full USPTO retrosynthesis dataset with 1.9M reactions from patents (1976-2016). The reactants are: [H-].[H-].[H-].[H-].[Li+].[Al+3].C(O[C:15]([N:17]1[CH2:22][CH2:21][CH2:20][C:19]([N:29]=[N+]=[N-])([C:23]2[CH:28]=[CH:27][CH:26]=[CH:25][CH:24]=2)[CH2:18]1)=O)C1C=CC=CC=1. Given the product [CH3:15][N:17]1[CH2:22][CH2:21][CH2:20][C:19]([NH2:29])([C:23]2[CH:28]=[CH:27][CH:26]=[CH:25][CH:24]=2)[CH2:18]1, predict the reactants needed to synthesize it.